From a dataset of Full USPTO retrosynthesis dataset with 1.9M reactions from patents (1976-2016). Predict the reactants needed to synthesize the given product. (1) The reactants are: [Br:1][C:2]1[CH:7]=[CH:6][C:5]([NH:8][C:9]2[N:14]=[C:13]3[C:15]4[NH:22][N:21]=[C:20]([C:23]([O:25][CH2:26][CH3:27])=[O:24])[C:16]=4[CH2:17][CH2:18][CH2:19][C:12]3=[CH:11][N:10]=2)=[C:4]([O:28][CH3:29])[CH:3]=1.[C:30]([O-])([O-])=O.[Cs+].[Cs+].CI. Given the product [Br:1][C:2]1[CH:7]=[CH:6][C:5]([NH:8][C:9]2[N:14]=[C:13]3[C:15]4[C:16](=[C:20]([C:23]([O:25][CH2:26][CH3:27])=[O:24])[N:21]([CH3:30])[N:22]=4)[CH2:17][CH2:18][CH2:19][C:12]3=[CH:11][N:10]=2)=[C:4]([O:28][CH3:29])[CH:3]=1, predict the reactants needed to synthesize it. (2) Given the product [CH3:8][C:6]1[NH:5][C:4](=[O:9])[C:3]([N+:10]([O-:12])=[O:11])=[C:2]([N:19]2[CH2:20][CH2:21][C:22]3[S:13][CH:14]=[N:15][C:16]=3[CH2:17][CH2:18]2)[N:7]=1, predict the reactants needed to synthesize it. The reactants are: Br[C:2]1[N:7]=[C:6]([CH3:8])[NH:5][C:4](=[O:9])[C:3]=1[N+:10]([O-:12])=[O:11].[S:13]1[C:22]2[CH2:21][CH2:20][NH:19][CH2:18][CH2:17][C:16]=2[N:15]=[CH:14]1.C(=O)([O-])[O-].[K+].[K+]. (3) Given the product [CH2:38]([N:34]1[CH:33]=[C:32]2[C:36]([CH:37]=[C:29]([C:8]3[CH:9]=[C:10]([C:11]4[N:12]=[C:13]([CH:16]5[CH2:21][CH2:20][NH:19][CH2:18][CH2:17]5)[S:14][CH:15]=4)[N:6]4[C:7]=3[C:2]([NH2:1])=[N:3][CH:4]=[N:5]4)[CH:30]=[CH:31]2)=[N:35]1)[C:39]1[CH:40]=[CH:41][CH:42]=[CH:43][CH:44]=1, predict the reactants needed to synthesize it. The reactants are: [NH2:1][C:2]1[C:7]2=[C:8]([C:29]3[CH:30]=[CH:31][C:32]4[C:36]([CH:37]=3)=[N:35][N:34]([CH2:38][C:39]3[CH:44]=[CH:43][CH:42]=[CH:41][CH:40]=3)[CH:33]=4)[CH:9]=[C:10]([C:11]3[N:12]=[C:13]([CH:16]4[CH2:21][CH2:20][N:19](C(OC(C)(C)C)=O)[CH2:18][CH2:17]4)[S:14][CH:15]=3)[N:6]2[N:5]=[CH:4][N:3]=1.Cl. (4) Given the product [CH3:1][O:2][C:3]1[CH:12]=[C:11]([O:13][CH3:14])[C:10]([O:15][CH3:16])=[CH:9][C:4]=1[CH:5]=[CH:6][C:7]([O:22][CH3:21])=[O:8], predict the reactants needed to synthesize it. The reactants are: [CH3:1][O:2][C:3]1[CH:12]=[C:11]([O:13][CH3:14])[C:10]([O:15][CH3:16])=[CH:9][C:4]=1[CH:5]=[CH:6][CH:7]=[O:8].C(C1C(=O)C(Cl)=C(Cl)[C:21](=[O:22])C=1C#N)#N.CO. (5) The reactants are: [CH3:1][C@@H:2]1[NH:7][CH2:6][CH2:5][N:4]([C:8]([O:10][C:11]([CH3:14])([CH3:13])[CH3:12])=[O:9])[CH2:3]1.Br[C:16]1[CH:17]=[CH:18][C:19]([N+:22]([O-:24])=[O:23])=[N:20][CH:21]=1. Given the product [CH3:1][C@@H:2]1[N:7]([C:16]2[CH:21]=[N:20][C:19]([N+:22]([O-:24])=[O:23])=[CH:18][CH:17]=2)[CH2:6][CH2:5][N:4]([C:8]([O:10][C:11]([CH3:13])([CH3:12])[CH3:14])=[O:9])[CH2:3]1, predict the reactants needed to synthesize it. (6) Given the product [Cl:1][C:2]1[CH:3]=[C:4]([CH2:30][C:31]([OH:33])=[O:32])[CH:5]=[CH:6][C:7]=1[S:8][CH2:9][C:10]1[CH:15]=[CH:14][CH:13]=[C:12]([O:16][CH2:17][C:18]2[N:19]=[C:20]([C:24]3[CH:25]=[CH:26][CH:27]=[CH:28][CH:29]=3)[O:21][C:22]=2[CH3:23])[CH:11]=1, predict the reactants needed to synthesize it. The reactants are: [Cl:1][C:2]1[CH:3]=[C:4]([CH2:30][C:31]([O:33]C)=[O:32])[CH:5]=[CH:6][C:7]=1[S:8][CH2:9][C:10]1[CH:15]=[CH:14][CH:13]=[C:12]([O:16][CH2:17][C:18]2[N:19]=[C:20]([C:24]3[CH:29]=[CH:28][CH:27]=[CH:26][CH:25]=3)[O:21][C:22]=2[CH3:23])[CH:11]=1.[OH-].[Na+].O1CCCC1.Cl.